From a dataset of Catalyst prediction with 721,799 reactions and 888 catalyst types from USPTO. Predict which catalyst facilitates the given reaction. (1) Product: [F:1][C:2]1[CH:7]=[C:6]([N+:8]([O-:10])=[O:9])[CH:5]=[CH:4][C:3]=1[O:11][C:18](=[O:20])[CH3:19]. Reactant: [F:1][C:2]1[CH:7]=[C:6]([N+:8]([O-:10])=[O:9])[CH:5]=[CH:4][C:3]=1[OH:11].N1C=CC=CC=1.[C:18](OC(=O)C)(=[O:20])[CH3:19].O. The catalyst class is: 2. (2) Reactant: [Sn](Cl)(Cl)(Cl)Cl.C(O[C:9]1(OCC)[CH2:14][CH2:13][CH:12]([CH2:15][O:16][CH2:17][C:18]2[CH:23]=[CH:22][CH:21]=[CH:20][CH:19]=2)C[CH2:10]1)C.C[Si](C)(C)[O:29][C:30]1[CH2:33][CH2:32][C:31]=1[O:34][Si](C)(C)C.[OH2:41]. Product: [CH2:17]([O:16][CH:15]1[CH2:10][CH2:9][CH:14]([C:30](=[O:29])[CH2:33][CH2:32][C:31]([OH:34])=[O:41])[CH2:13][CH2:12]1)[C:18]1[CH:19]=[CH:20][CH:21]=[CH:22][CH:23]=1. The catalyst class is: 2. (3) Reactant: [OH-].[Na+].[CH:3]1([C:6]2[C:11]([C:12]([O:14]CC)=[O:13])=[CH:10][N:9]=[C:8]([N:17]3[CH2:22][CH2:21][O:20][CH2:19][CH2:18]3)[N:7]=2)[CH2:5][CH2:4]1. Product: [CH:3]1([C:6]2[C:11]([C:12]([OH:14])=[O:13])=[CH:10][N:9]=[C:8]([N:17]3[CH2:22][CH2:21][O:20][CH2:19][CH2:18]3)[N:7]=2)[CH2:4][CH2:5]1. The catalyst class is: 5. (4) Reactant: Cl[C:2]1([CH2:9][CH:10](O)[CH2:11][CH3:12])[CH:7]=[CH:6][C:5]([Cl:8])=[CH:4][CH2:3]1.[NH:14]1[CH:18]=[CH:17][N:16]=[CH:15]1.[OH-:19].[Na+]. Product: [Cl:8][C:5]1[CH:6]=[CH:7][C:2]([CH2:9][CH2:10][CH:11]([OH:19])[CH2:12][N:14]2[CH:18]=[CH:17][N:16]=[CH:15]2)=[CH:3][CH:4]=1. The catalyst class is: 11. (5) Reactant: C(P(=O)(OCC)OCC)#N.[F:11][C:12]1[CH:17]=[CH:16][C:15]([C@H:18]2[NH:23][C@@H:22]([C:24]([O:26][CH3:27])=[O:25])[CH2:21][CH2:20][CH2:19]2)=[CH:14][CH:13]=1.[C:28](O)(=[O:32])[CH2:29][CH:30]=[CH2:31].Cl. Product: [C:28]([N:23]1[C@H:18]([C:15]2[CH:16]=[CH:17][C:12]([F:11])=[CH:13][CH:14]=2)[CH2:19][CH2:20][CH2:21][C@@H:22]1[C:24]([O:26][CH3:27])=[O:25])(=[O:32])[CH2:29][CH:30]=[CH2:31]. The catalyst class is: 39. (6) Reactant: [CH2:1]([SH:3])[CH3:2].CN(C=O)C.[H-].[Na+].O([CH:18]=[CH:19][C:20](=[N:28][C:29]1[CH:34]=[CH:33][CH:32]=[CH:31][CH:30]=1)[O:21][C:22]1[CH:27]=[CH:26][CH:25]=[CH:24][CH:23]=1)C1C=CC=CC=1. Product: [CH2:1]([S:3][CH:18]=[CH:19][C:20](=[N:28][C:29]1[CH:34]=[CH:33][CH:32]=[CH:31][CH:30]=1)[O:21][C:22]1[CH:27]=[CH:26][CH:25]=[CH:24][CH:23]=1)[CH3:2]. The catalyst class is: 13.